The task is: Predict the product of the given reaction.. This data is from Forward reaction prediction with 1.9M reactions from USPTO patents (1976-2016). The product is: [Br:1][C:2]1[CH:3]=[C:4]([CH:9]=[C:10]([Cl:13])[C:11]=1[Cl:12])[C:5]([OH:7])=[O:6]. Given the reactants [Br:1][C:2]1[CH:3]=[C:4]([CH:9]=[C:10]([Cl:13])[C:11]=1[Cl:12])[C:5]([O:7]C)=[O:6].O[Li].O.Cl, predict the reaction product.